From a dataset of Full USPTO retrosynthesis dataset with 1.9M reactions from patents (1976-2016). Predict the reactants needed to synthesize the given product. Given the product [C:1]1([S:7]([N:10]2[C:14]3=[N:15][CH:16]=[CH:17][CH:18]=[C:13]3[CH:12]=[C:11]2[CH:52]([OH:53])[CH2:51][CH:46]2[CH2:47][CH2:48][CH2:49][CH2:50][O:45]2)(=[O:9])=[O:8])[CH:2]=[CH:3][CH:4]=[CH:5][CH:6]=1, predict the reactants needed to synthesize it. The reactants are: [C:1]1([S:7]([N:10]2[C:14]3=[N:15][CH:16]=[CH:17][CH:18]=[C:13]3[CH:12]=[CH:11]2)(=[O:9])=[O:8])[CH:6]=[CH:5][CH:4]=[CH:3][CH:2]=1.C([N-]C(C)C)(C)C.[Li+].C([Li])CCC.CCCCCC.C(NC(C)C)(C)C.[O:45]1[CH2:50][CH2:49][CH2:48][CH2:47][CH:46]1[CH2:51][CH:52]=[O:53].